This data is from Reaction yield outcomes from USPTO patents with 853,638 reactions. The task is: Predict the reaction yield, written as a fraction of the theoretical maximum amount of product (1.0 means a 100% yield; for example, 0.34 means a 34% yield). (1) The reactants are C[N+]1([O-])CC[O:5]CC1.[CH2:9]([C:11]12CC=[C:33]([C:36]([F:39])([F:38])[F:37])[CH2:32][CH:12]1CC[CH2:15][C:16]1[C:17]2=[CH:18][C:19]2[CH:20]=[N:21][N:22]([C:25]3[CH:30]=[CH:29][C:28]([F:31])=[CH:27][CH:26]=3)[C:23]=2[CH:24]=1)[CH3:10].C(C12CCC(C(F)(F)F)=CC1CCCC1C2=CC2C=NN(C3C=CC(F)=CC=3)C=2C=1)C.[CH2:71]1[CH2:75][O:74][CH2:73][CH2:72]1. The catalyst is O. The product is [CH2:9]([C:11]12[CH2:12][CH2:32][C:33]([C:36]([F:39])([F:38])[F:37])([OH:5])[CH:73]([OH:74])[CH:72]1[CH2:71][CH2:75][CH2:15][C:16]1[C:17]2=[CH:18][C:19]2[CH:20]=[N:21][N:22]([C:25]3[CH:30]=[CH:29][C:28]([F:31])=[CH:27][CH:26]=3)[C:23]=2[CH:24]=1)[CH3:10]. The yield is 0.510. (2) The reactants are C([O:3][C:4]([C:6]1[N:7]=[C:8]2[CH:13]=[CH:12][C:11]([N:14]3[CH2:19][CH2:18][N:17]([C:20](=[O:32])[C:21]4[CH:26]=[C:25]([F:27])[CH:24]=[CH:23][C:22]=4[C:28]([F:31])([F:30])[F:29])[CH2:16][CH2:15]3)=[N:10][N:9]2[CH:33]=1)=O)C.[CH2:34]([NH2:39])[CH2:35][CH:36]([CH3:38])[CH3:37].[C-]#N.[Na+]. No catalyst specified. The product is [CH3:37][CH:36]([CH3:38])[CH2:35][CH2:34][NH:39][C:4]([C:6]1[N:7]=[C:8]2[CH:13]=[CH:12][C:11]([N:14]3[CH2:15][CH2:16][N:17]([C:20](=[O:32])[C:21]4[CH:26]=[C:25]([F:27])[CH:24]=[CH:23][C:22]=4[C:28]([F:31])([F:30])[F:29])[CH2:18][CH2:19]3)=[N:10][N:9]2[CH:33]=1)=[O:3]. The yield is 0.850. (3) The reactants are [F:1][C:2]1[CH:7]=[CH:6][C:5]([C:8]2[CH:13]([OH:14])[CH2:12][N:11]([C:15]3[N:20]=[CH:19][N:18]([CH2:21][C:22]4[S:23][C:24]([C:27]([F:30])([F:29])[F:28])=[CH:25][CH:26]=4)[C:17](=[O:31])[N:16]=3)[CH2:10][CH:9]=2)=[CH:4][CH:3]=1.C(=O)(O)[O-].[Na+].CC(OI1(OC(C)=O)(OC(C)=O)OC(=O)C2C=CC=CC1=2)=O. The catalyst is ClCCl. The product is [F:1][C:2]1[CH:3]=[CH:4][C:5]([C:8]2[C:13](=[O:14])[CH2:12][N:11]([C:15]3[N:20]=[CH:19][N:18]([CH2:21][C:22]4[S:23][C:24]([C:27]([F:28])([F:29])[F:30])=[CH:25][CH:26]=4)[C:17](=[O:31])[N:16]=3)[CH2:10][CH:9]=2)=[CH:6][CH:7]=1. The yield is 0.980. (4) The reactants are [N:1]([C:4]1[CH:20]=[CH:19][C:7]([CH2:8][NH:9][C:10](=[O:18])[C@H:11]([NH:14][C:15](=[O:17])[CH3:16])[CH2:12][OH:13])=[CH:6][CH:5]=1)=[N+:2]=[N-:3].[CH3:21]I. No catalyst specified. The product is [N:1]([C:4]1[CH:20]=[CH:19][C:7]([CH2:8][NH:9][C:10](=[O:18])[C@H:11]([NH:14][C:15](=[O:17])[CH3:16])[CH2:12][O:13][CH3:21])=[CH:6][CH:5]=1)=[N+:2]=[N-:3]. The yield is 0.800. (5) The reactants are [CH3:1][C:2]1[S:6][C:5]2[C:7]([C:11](O)=[O:12])=[CH:8][CH:9]=[CH:10][C:4]=2[CH:3]=1. The catalyst is O1CCCC1. The product is [CH3:1][C:2]1[S:6][C:5]2[C:7]([CH2:11][OH:12])=[CH:8][CH:9]=[CH:10][C:4]=2[CH:3]=1. The yield is 0.912. (6) The yield is 0.880. The product is [F:15][C:7]1[CH:8]=[C:9]2[C:4](=[CH:5][CH:6]=1)[N:3]=[C:2]([NH2:20])[N:11]=[C:10]2[N:12]([CH3:14])[CH3:13]. The reactants are Cl[C:2]1[N:11]=[C:10]([N:12]([CH3:14])[CH3:13])[C:9]2[C:4](=[CH:5][CH:6]=[C:7]([F:15])[CH:8]=2)[N:3]=1.C[Si]([N-:20][Si](C)(C)C)(C)C.[Li+].C1(P(C2CCCCC2)C2C=CC=CC=2C2C=CC=CC=2)CCCCC1.Cl. The catalyst is C1C=CC(/C=C/C(/C=C/C2C=CC=CC=2)=O)=CC=1.C1C=CC(/C=C/C(/C=C/C2C=CC=CC=2)=O)=CC=1.C1C=CC(/C=C/C(/C=C/C2C=CC=CC=2)=O)=CC=1.[Pd].[Pd].C1COCC1.